From a dataset of Catalyst prediction with 721,799 reactions and 888 catalyst types from USPTO. Predict which catalyst facilitates the given reaction. (1) Reactant: Cl.[CH3:2][NH:3][CH3:4].C(N(CC)CC)C.Cl[C:13]1[CH:18]=[CH:17][C:16]([N+:19]([O-:21])=[O:20])=[C:15]([NH:22][CH2:23][CH3:24])[CH:14]=1.O. Product: [CH2:23]([NH:22][C:15]1[CH:14]=[C:13]([N:3]([CH3:4])[CH3:2])[CH:18]=[CH:17][C:16]=1[N+:19]([O-:21])=[O:20])[CH3:24]. The catalyst class is: 3. (2) Reactant: [C:1]([O:5][CH:6]([C:11]1[CH:16]=[CH:15][CH:14]=[C:13]([C:17]([F:20])([F:19])[F:18])[C:12]=1[C:21]1[CH:22]=[CH:23][C:24]2[O:29][CH2:28][CH2:27][CH2:26][C:25]=2[CH:30]=1)[C:7]([O:9]C)=[O:8])([CH3:4])([CH3:3])[CH3:2].[OH-].[Na+].OP([O-])(O)=O.[Na+]. Product: [C:1]([O:5][CH:6]([C:11]1[CH:16]=[CH:15][CH:14]=[C:13]([C:17]([F:20])([F:19])[F:18])[C:12]=1[C:21]1[CH:22]=[CH:23][C:24]2[O:29][CH2:28][CH2:27][CH2:26][C:25]=2[CH:30]=1)[C:7]([OH:9])=[O:8])([CH3:4])([CH3:2])[CH3:3]. The catalyst class is: 30.